From a dataset of Reaction yield outcomes from USPTO patents with 853,638 reactions. Predict the reaction yield, written as a fraction of the theoretical maximum amount of product (1.0 means a 100% yield; for example, 0.34 means a 34% yield). The reactants are [O:1]1[CH:5]=[CH:4][CH2:3][CH2:2]1.[Li]C(C)(C)C.[Sn:11](Cl)([CH2:20][CH2:21][CH2:22][CH3:23])([CH2:16][CH2:17][CH2:18][CH3:19])[CH2:12][CH2:13][CH2:14][CH3:15].[NH4+].[Cl-]. The catalyst is C1COCC1. The product is [CH2:20]([Sn:11]([CH2:12][CH2:13][CH2:14][CH3:15])([CH2:16][CH2:17][CH2:18][CH3:19])[C:5]1[O:1][CH2:2][CH2:3][CH:4]=1)[CH2:21][CH2:22][CH3:23]. The yield is 1.00.